From a dataset of Peptide-MHC class I binding affinity with 185,985 pairs from IEDB/IMGT. Regression. Given a peptide amino acid sequence and an MHC pseudo amino acid sequence, predict their binding affinity value. This is MHC class I binding data. (1) The peptide sequence is HLKRTILAL. The MHC is HLA-B40:01 with pseudo-sequence HLA-B40:01. The binding affinity (normalized) is 0.0847. (2) The peptide sequence is RPASAGAML. The MHC is HLA-A11:01 with pseudo-sequence HLA-A11:01. The binding affinity (normalized) is 0.0847. (3) The peptide sequence is IRILQRALF. The MHC is HLA-B27:05 with pseudo-sequence HLA-B27:05. The binding affinity (normalized) is 0.571.